Task: Regression. Given a peptide amino acid sequence and an MHC pseudo amino acid sequence, predict their binding affinity value. This is MHC class I binding data.. Dataset: Peptide-MHC class I binding affinity with 185,985 pairs from IEDB/IMGT (1) The peptide sequence is LIWAYLSKK. The MHC is HLA-A03:01 with pseudo-sequence HLA-A03:01. The binding affinity (normalized) is 0.717. (2) The peptide sequence is LTFLDCLYY. The MHC is HLA-A69:01 with pseudo-sequence HLA-A69:01. The binding affinity (normalized) is 0.0847. (3) The peptide sequence is FLKEEGGL. The MHC is HLA-A29:02 with pseudo-sequence HLA-A29:02. The binding affinity (normalized) is 0.